Dataset: Reaction yield outcomes from USPTO patents with 853,638 reactions. Task: Predict the reaction yield, written as a fraction of the theoretical maximum amount of product (1.0 means a 100% yield; for example, 0.34 means a 34% yield). (1) The reactants are [C:1]([O:5][C:6](=[O:26])[NH:7][C:8]1[C:19](=[O:20])[N:18]([CH:21]2[CH2:25][CH2:24][CH2:23][CH2:22]2)[C:11]2[N:12]=[C:13]([S:16][CH3:17])[N:14]=[CH:15][C:10]=2[CH:9]=1)([CH3:4])([CH3:3])[CH3:2].C1(S(N2C(C3C=CC=CC=3)O2)(=O)=[O:34])C=CC=CC=1. The catalyst is ClCCl.CO. The product is [C:1]([O:5][C:6](=[O:26])[NH:7][C:8]1[C:19](=[O:20])[N:18]([CH:21]2[CH2:25][CH2:24][CH2:23][CH2:22]2)[C:11]2[N:12]=[C:13]([S:16]([CH3:17])=[O:34])[N:14]=[CH:15][C:10]=2[CH:9]=1)([CH3:4])([CH3:2])[CH3:3]. The yield is 0.890. (2) The reactants are [CH2:1]1[O:10][C:9]2[CH:8]=[CH:7][C:5]([NH2:6])=[CH:4][C:3]=2[O:2]1.C(N([CH2:16][CH3:17])CC)C.[CH3:18]O. No catalyst specified. The product is [CH:16]([NH:6][C:5]1[CH:7]=[CH:8][C:9]2[O:10][CH2:1][O:2][C:3]=2[CH:4]=1)([CH3:17])[CH3:18]. The yield is 0.850. (3) The reactants are [Br:1][C:2]1[CH:3]=[CH:4][C:5]2[N:6]([C:8](=[O:11])[NH:9][N:10]=2)[CH:7]=1.C([O-])([O-])=O.[K+].[K+].F[C:19]1[CH:24]=[CH:23][CH:22]=[CH:21][N:20]=1. The catalyst is O. The product is [Br:1][C:2]1[CH:3]=[CH:4][C:5]2[N:6]([C:8](=[O:11])[N:9]([C:19]3[CH:24]=[CH:23][CH:22]=[CH:21][N:20]=3)[N:10]=2)[CH:7]=1. The yield is 0.510. (4) The reactants are Br[C:2]1[CH:3]=[C:4]2[C:8](=[CH:9][CH:10]=1)[NH:7][CH:6]=[C:5]2[CH2:11][C:12]([O:14][CH3:15])=[O:13].[Cu][C:17]#[N:18].CCOC(C)=O. The catalyst is CN1C(=O)CCC1. The product is [C:17]([C:2]1[CH:3]=[C:4]2[C:8](=[CH:9][CH:10]=1)[NH:7][CH:6]=[C:5]2[CH2:11][C:12]([O:14][CH3:15])=[O:13])#[N:18]. The yield is 0.470.